Predict the reactants needed to synthesize the given product. From a dataset of Full USPTO retrosynthesis dataset with 1.9M reactions from patents (1976-2016). (1) Given the product [N+:1]([C:4]1[CH:5]=[CH:6][C:7]2[O:12][CH2:11][C:10](=[O:13])[N:9]([CH2:22][CH2:23][N:24]3[CH2:29][CH2:28][CH:27]([NH:30][C:31](=[O:32])[O:33][C:34]([CH3:37])([CH3:36])[CH3:35])[CH2:26][CH2:25]3)[C:8]=2[CH:14]=1)([O-:3])=[O:2], predict the reactants needed to synthesize it. The reactants are: [N+:1]([C:4]1[CH:5]=[CH:6][C:7]2[O:12][CH2:11][C:10](=[O:13])[NH:9][C:8]=2[CH:14]=1)([O-:3])=[O:2].[H-].[Na+].CS(O[CH2:22][CH2:23][N:24]1[CH2:29][CH2:28][CH:27]([NH:30][C:31]([O:33][C:34]([CH3:37])([CH3:36])[CH3:35])=[O:32])[CH2:26][CH2:25]1)(=O)=O.COC1C=C2C(C=CC(=O)N2CCN2CCC(NC(=O)OC(C)(C)C)CC2)=CC=1. (2) Given the product [C:9](/[C:10](=[C:23]1/[C:29]2[CH:30]=[CH:31][C:32]([C:34]([O:36][CH3:1])=[O:35])=[CH:33][C:28]=2[O:15][CH2:16][C:25]2[CH:37]=[CH:38][CH:39]=[CH:40][C:24]/1=2)/[CH3:11])#[N:12].[C:9](/[C:10](=[C:23]1\[C:29]2[CH:30]=[CH:31][C:32]([C:34]([O:36][CH3:1])=[O:35])=[CH:33][C:28]=2[O:15][CH2:16][C:25]2[CH:37]=[CH:38][CH:39]=[CH:40][C:24]\1=2)/[CH3:11])#[N:12], predict the reactants needed to synthesize it. The reactants are: [CH:1]([N-]C(C)C)(C)C.[Li+].[C:9](#[N:12])[CH2:10][CH3:11].P(Cl)(OCC)([O:15][CH2:16]C)=O.O=[C:23]1[C:29]2[CH:30]=[CH:31][C:32]([C:34]([OH:36])=[O:35])=[CH:33][C:28]=2CC[C:25]2[CH:37]=[CH:38][CH:39]=[CH:40][C:24]1=2. (3) Given the product [CH3:40][O:39][C:36]1[CH:35]=[CH:34][C:33]([C:9]([C:6]2[CH:7]=[CH:8][C:3]([O:2][CH3:1])=[CH:4][CH:5]=2)([C:27]2[CH:32]=[CH:31][CH:30]=[CH:29][CH:28]=2)[NH:10][S:11]([C:14]2[S:15][C:16]3[CH:22]=[C:21]([O:23][CH2:24][C:25]4[N:43]=[N:42][N:41]([C@@H:44]([CH2:71][C:72]5[CH:73]=[CH:74][C:75]([O:78][CH2:79][CH2:80][O:81][S:82]([C:85]6[CH:91]=[CH:90][C:88]([CH3:89])=[CH:87][CH:86]=6)(=[O:84])=[O:83])=[CH:76][CH:77]=5)[C:45]([N:47]([C@@H:55]([CH2:60][C:61]5[CH:62]=[CH:63][C:64]([C:67]([F:70])([F:69])[F:68])=[CH:65][CH:66]=5)[C:56]([O:58][CH3:59])=[O:57])[C:48]([O:50][C:51]([CH3:54])([CH3:53])[CH3:52])=[O:49])=[O:46])[CH:26]=4)[CH:20]=[CH:19][C:17]=3[N:18]=2)(=[O:13])=[O:12])=[CH:38][CH:37]=1, predict the reactants needed to synthesize it. The reactants are: [CH3:1][O:2][C:3]1[CH:8]=[CH:7][C:6]([C:9]([C:33]2[CH:38]=[CH:37][C:36]([O:39][CH3:40])=[CH:35][CH:34]=2)([C:27]2[CH:32]=[CH:31][CH:30]=[CH:29][CH:28]=2)[NH:10][S:11]([C:14]2[S:15][C:16]3[CH:22]=[C:21]([O:23][CH2:24][C:25]#[CH:26])[CH:20]=[CH:19][C:17]=3[N:18]=2)(=[O:13])=[O:12])=[CH:5][CH:4]=1.[N:41]([C@@H:44]([CH2:71][C:72]1[CH:77]=[CH:76][C:75]([O:78][CH2:79][CH2:80][O:81][S:82]([C:85]2[CH:91]=[CH:90][C:88]([CH3:89])=[CH:87][CH:86]=2)(=[O:84])=[O:83])=[CH:74][CH:73]=1)[C:45]([N:47]([C@@H:55]([CH2:60][C:61]1[CH:66]=[CH:65][C:64]([C:67]([F:70])([F:69])[F:68])=[CH:63][CH:62]=1)[C:56]([O:58][CH3:59])=[O:57])[C:48]([O:50][C:51]([CH3:54])([CH3:53])[CH3:52])=[O:49])=[O:46])=[N+:42]=[N-:43].C(N(C(C)C)CC)(C)C. (4) Given the product [F:1][C:2]1[CH:7]=[CH:6][C:5]([C:8]2[S:12][C:11]3[CH:13]=[C:14]([O:17][CH3:18])[CH:15]=[CH:16][C:10]=3[C:9]=2[O:19][C:20]2[CH:25]=[CH:24][C:23](/[CH:26]=[CH:27]/[C:28]([NH2:32])=[O:30])=[CH:22][CH:21]=2)=[CH:4][CH:3]=1, predict the reactants needed to synthesize it. The reactants are: [F:1][C:2]1[CH:7]=[CH:6][C:5]([C:8]2[S:12][C:11]3[CH:13]=[C:14]([O:17][CH3:18])[CH:15]=[CH:16][C:10]=3[C:9]=2[O:19][C:20]2[CH:25]=[CH:24][C:23](/[CH:26]=[CH:27]/[C:28]([OH:30])=O)=[CH:22][CH:21]=2)=[CH:4][CH:3]=1.C[N:32](C(ON1N=NC2C=CC=NC1=2)=[N+](C)C)C.F[P-](F)(F)(F)(F)F.CCN(C(C)C)C(C)C.[NH4+].[Cl-].